Dataset: Reaction yield outcomes from USPTO patents with 853,638 reactions. Task: Predict the reaction yield, written as a fraction of the theoretical maximum amount of product (1.0 means a 100% yield; for example, 0.34 means a 34% yield). (1) The reactants are [CH3:1][N:2]1[CH2:7][CH2:6][NH:5][CH2:4][CH2:3]1.[NH2:8][C:9]1[CH:17]=[CH:16][C:12]([C:13](O)=[O:14])=[C:11]([N+:18]([O-:20])=[O:19])[CH:10]=1. No catalyst specified. The product is [CH3:1][N:2]1[CH2:7][CH2:6][N:5]([C:13]([C:12]2[CH:16]=[CH:17][C:9]([NH2:8])=[CH:10][C:11]=2[N+:18]([O-:20])=[O:19])=[O:14])[CH2:4][CH2:3]1. The yield is 0.530. (2) The reactants are Cl[C:2]1[CH:7]=[C:6]([O:8][C:9]2[CH:14]=[CH:13][CH:12]=[CH:11][CH:10]=2)[N:5]=[CH:4][N:3]=1.[CH3:15][C:16]1[N:17]=[C:18]([NH2:21])[S:19][CH:20]=1.P([O-])([O-])([O-])=O.[K+].[K+].[K+].C1(P(C2C=CC=CC=2)C2C3OC4C(=CC=CC=4P(C4C=CC=CC=4)C4C=CC=CC=4)C(C)(C)C=3C=CC=2)C=CC=CC=1. The catalyst is C1(C)C=CC=CC=1.O.C1C=CC(/C=C/C(/C=C/C2C=CC=CC=2)=O)=CC=1.C1C=CC(/C=C/C(/C=C/C2C=CC=CC=2)=O)=CC=1.C1C=CC(/C=C/C(/C=C/C2C=CC=CC=2)=O)=CC=1.[Pd].[Pd]. The product is [CH3:15][C:16]1[N:17]=[C:18]([NH:21][C:2]2[CH:7]=[C:6]([O:8][C:9]3[CH:14]=[CH:13][CH:12]=[CH:11][CH:10]=3)[N:5]=[CH:4][N:3]=2)[S:19][CH:20]=1. The yield is 0.185. (3) The reactants are [F:1][C:2]([F:28])([F:27])[O:3][C:4]1[CH:5]=[C:6]([C:10]2[C:14]3[CH:15]=[C:16]([C:19]4[O:23][C:22]([CH:24]([OH:26])[CH3:25])=[N:21][N:20]=4)[CH:17]=[CH:18][C:13]=3[O:12][CH:11]=2)[CH:7]=[CH:8][CH:9]=1.CC(OI1(OC(C)=O)(OC(C)=O)OC(=O)C2C1=CC=CC=2)=O.S([O-])([O-])(=O)=S.[Na+].[Na+]. The catalyst is ClCCl. The product is [F:27][C:2]([F:1])([F:28])[O:3][C:4]1[CH:5]=[C:6]([C:10]2[C:14]3[CH:15]=[C:16]([C:19]4[O:23][C:22]([C:24](=[O:26])[CH3:25])=[N:21][N:20]=4)[CH:17]=[CH:18][C:13]=3[O:12][CH:11]=2)[CH:7]=[CH:8][CH:9]=1. The yield is 0.570. (4) The catalyst is C(O)(=O)C. The yield is 0.100. The product is [OH:22][C@@H:20]([C:19]1[N:11]([C@H:8]2[CH2:9][CH2:10][C@H:5]([CH2:4][CH2:3][C:1]#[N:2])[CH2:6][CH2:7]2)[C:12]2=[C:13]3[S:26][CH:25]=[CH:24][C:14]3=[N:15][CH:16]=[C:17]2[N:18]=1)[CH3:21]. The reactants are [C:1]([CH2:3][CH2:4][C@H:5]1[CH2:10][CH2:9][C@H:8]([NH:11][C:12]2[C:17]([NH:18][C:19](=O)[C@H:20]([OH:22])[CH3:21])=[CH:16][N:15]=[C:14]3[CH:24]=[CH:25][S:26][C:13]=23)[CH2:7][CH2:6]1)#[N:2]. (5) The reactants are C([N:8]1[CH:13]2[CH2:14][CH2:15][CH:9]1[CH2:10][N:11]([C:16]([O:18][C:19]([CH3:22])([CH3:21])[CH3:20])=[O:17])[CH2:12]2)C1C=CC=CC=1. The catalyst is [OH-].[OH-].[Pd+2].CO. The product is [NH4+:8].[OH-:17].[CH:9]12[NH:8][CH:13]([CH2:14][CH2:15]1)[CH2:12][N:11]([C:16]([O:18][C:19]([CH3:22])([CH3:21])[CH3:20])=[O:17])[CH2:10]2. The yield is 0.0100. (6) The reactants are [NH2:1][C:2]1[CH:3]=[C:4]([N:8]([CH2:16][C:17]2[CH:22]=[CH:21][CH:20]=[C:19]([O:23][C:24]([F:29])([F:28])[CH:25]([F:27])[F:26])[CH:18]=2)[CH2:9][CH:10]([OH:15])[C:11]([F:14])([F:13])[F:12])[CH:5]=[CH:6][CH:7]=1.C(O)(=O)C.[CH:34](=O)[CH:35]([CH3:37])[CH3:36].[BH-](OC(C)=O)(OC(C)=O)OC(C)=O.[Na+]. The catalyst is ClC(Cl)C. The product is [CH3:34][CH:35]([CH3:37])[CH2:36][NH:1][C:2]1[CH:3]=[C:4]([N:8]([CH2:16][C:17]2[CH:22]=[CH:21][CH:20]=[C:19]([O:23][C:24]([F:28])([F:29])[CH:25]([F:26])[F:27])[CH:18]=2)[CH2:9][CH:10]([OH:15])[C:11]([F:14])([F:13])[F:12])[CH:5]=[CH:6][CH:7]=1. The yield is 0.290. (7) The reactants are [H-].[Na+].C1COCC1.[CH2:8]([OH:12])[CH2:9][CH2:10][OH:11].[Cl:13][C:14]1[N:19]=[C:18](Cl)[CH:17]=[CH:16][N:15]=1. The catalyst is [Cl-].[Na+].O. The product is [Cl:13][C:14]1[N:19]=[C:18]([O:11][CH2:10][CH2:9][CH2:8][OH:12])[CH:17]=[CH:16][N:15]=1. The yield is 0.220. (8) The reactants are [CH3:1][O:2][C:3]1[CH:4]=[C:5]([N:9]=[C:10]=[O:11])[CH:6]=[CH:7][CH:8]=1.[F:12][C:13]1[CH:20]=[CH:19][CH:18]=[C:17]([F:21])[C:14]=1[CH2:15][NH2:16]. The product is [F:12][C:13]1[CH:20]=[CH:19][CH:18]=[C:17]([F:21])[C:14]=1[CH2:15][NH:16][C:10]([NH:9][C:5]1[CH:6]=[CH:7][CH:8]=[C:3]([O:2][CH3:1])[CH:4]=1)=[O:11]. The yield is 0.503. The catalyst is ClCCl.